From a dataset of Catalyst prediction with 721,799 reactions and 888 catalyst types from USPTO. Predict which catalyst facilitates the given reaction. (1) Reactant: [Br:1][C:2]1[CH:3]=[CH:4][C:5]([F:32])=[C:6]([C:8]([NH:19]S(C2C=CC=CC=2[N+]([O-])=O)(=O)=O)([CH3:18])[CH2:9][O:10][C:11]([C:16]#[N:17])([CH2:14][F:15])[CH2:12][F:13])[CH:7]=1.C([O-])([O-])=O.[K+].[K+].C(NC(CS)C(O)=O)(=O)C. Product: [Br:1][C:2]1[CH:3]=[CH:4][C:5]([F:32])=[C:6]([C:8]2([CH3:18])[CH2:9][O:10][C:11]([CH2:14][F:15])([CH2:12][F:13])[C:16]([NH2:17])=[N:19]2)[CH:7]=1. The catalyst class is: 14. (2) Reactant: CN(C)C=O.[C:6]([O:10][C:11](=[O:33])[NH:12][C:13]1[C:14]([CH2:31][CH3:32])=[N:15][N:16]2[C:20]([C:21]3[CH:26]=[CH:25][C:24]([O:27][CH3:28])=[CH:23][C:22]=3[O:29][CH3:30])=[CH:19][O:18][C:17]=12)([CH3:9])([CH3:8])[CH3:7].[H-].[Na+].[CH:36]1([CH2:39]Br)[CH2:38][CH2:37]1. Product: [C:6]([O:10][C:11](=[O:33])[N:12]([CH2:39][CH:36]1[CH2:38][CH2:37]1)[C:13]1[C:14]([CH2:31][CH3:32])=[N:15][N:16]2[C:20]([C:21]3[CH:26]=[CH:25][C:24]([O:27][CH3:28])=[CH:23][C:22]=3[O:29][CH3:30])=[CH:19][O:18][C:17]=12)([CH3:9])([CH3:8])[CH3:7]. The catalyst class is: 6. (3) Reactant: [Br:1][C:2]1[O:6][C:5]([CH2:7][CH2:8][CH:9]([CH2:12][OH:13])[CH2:10][OH:11])=[N:4][C:3]=1[C:14]1[CH:19]=[CH:18][C:17]([C:20]([F:23])([F:22])[F:21])=[CH:16][CH:15]=1.C(N([CH2:29][CH3:30])CC)C.[C:31](Cl)(=[O:33])[CH3:32].[OH2:35]. Product: [C:31]([O:11][CH2:10][CH:9]([CH2:8][CH2:7][C:5]1[O:6][C:2]([Br:1])=[C:3]([C:14]2[CH:15]=[CH:16][C:17]([C:20]([F:23])([F:22])[F:21])=[CH:18][CH:19]=2)[N:4]=1)[CH2:12][O:13][C:29](=[O:35])[CH3:30])(=[O:33])[CH3:32]. The catalyst class is: 2. (4) Reactant: Cl[C:2]1[C:3]2[CH2:11][CH2:10][N:9]([C:12]3[C:17]([Cl:18])=[CH:16][CH:15]=[CH:14][N:13]=3)[CH2:8][C:4]=2[N:5]=[CH:6][N:7]=1.[NH2:19][C:20]1[CH:29]=[C:28]2[C:23]([C:24]([CH3:33])([CH3:32])[C:25](=[O:31])[NH:26][C:27]2=[O:30])=[CH:22][CH:21]=1. Product: [Cl:18][C:17]1[C:12]([N:9]2[CH2:10][CH2:11][C:3]3[C:2]([NH:19][C:20]4[CH:29]=[C:28]5[C:23]([C:24]([CH3:33])([CH3:32])[C:25](=[O:31])[NH:26][C:27]5=[O:30])=[CH:22][CH:21]=4)=[N:7][CH:6]=[N:5][C:4]=3[CH2:8]2)=[N:13][CH:14]=[CH:15][CH:16]=1. The catalyst class is: 10. (5) Reactant: C(OC([N:8]1[CH2:13][CH2:12][CH:11]([O:14][C:15]2[CH:20]=[CH:19][CH:18]=[CH:17][C:16]=2[C:21]([F:24])([F:23])[F:22])[CH2:10][CH2:9]1)=O)(C)(C)C.[C:25]([OH:31])([C:27]([F:30])([F:29])[F:28])=[O:26]. Product: [F:28][C:27]([F:30])([F:29])[C:25]([OH:31])=[O:26].[F:24][C:21]([F:22])([F:23])[C:16]1[CH:17]=[CH:18][CH:19]=[CH:20][C:15]=1[O:14][CH:11]1[CH2:12][CH2:13][NH:8][CH2:9][CH2:10]1. The catalyst class is: 4. (6) Reactant: [OH:1][CH:2]([CH2:19][C:20]1[CH:25]=[CH:24][CH:23]=[CH:22][CH:21]=1)/[CH:3]=[CH:4]/[C@H:5]1[CH2:9][S:8][C:7](=[O:10])[N:6]1[CH2:11][CH2:12][CH2:13][CH2:14][CH2:15][CH2:16][C:17]#[N:18].C([Sn]([N:39]=[N+:40]=[N-:41])(CCCC)CCCC)CCC.C(OCC)(=O)C. Product: [OH:1][CH:2]([CH2:19][C:20]1[CH:21]=[CH:22][CH:23]=[CH:24][CH:25]=1)/[CH:3]=[CH:4]/[C@H:5]1[CH2:9][S:8][C:7](=[O:10])[N:6]1[CH2:11][CH2:12][CH2:13][CH2:14][CH2:15][CH2:16][C:17]1[NH:41][N:40]=[N:39][N:18]=1. The catalyst class is: 11.